This data is from Full USPTO retrosynthesis dataset with 1.9M reactions from patents (1976-2016). The task is: Predict the reactants needed to synthesize the given product. (1) Given the product [CH3:1][O:2][CH2:3][C:4]1[N:5]=[C:6]([NH:9][C:10]([C:12]2[C:17]([NH:18][C:21]3[CH:22]=[N:23][CH:24]=[N:25][CH:26]=3)=[CH:16][CH:15]=[C:14]([CH3:19])[N:13]=2)=[O:11])[S:7][CH:8]=1, predict the reactants needed to synthesize it. The reactants are: [CH3:1][O:2][CH2:3][C:4]1[N:5]=[C:6]([NH:9][C:10]([C:12]2[C:17]([NH2:18])=[CH:16][CH:15]=[C:14]([CH3:19])[N:13]=2)=[O:11])[S:7][CH:8]=1.Br[C:21]1[CH:22]=[N:23][CH:24]=[N:25][CH:26]=1. (2) Given the product [CH3:1][C@@H:2]([NH:7][CH2:8][C:9]1[CH:10]=[CH:11][C:12]([CH2:13][NH2:14])=[CH:15][CH:16]=1)[C:3]([F:5])([F:6])[F:4], predict the reactants needed to synthesize it. The reactants are: [CH3:1][C@@H:2]([NH:7][CH2:8][C:9]1[CH:16]=[CH:15][C:12]([C:13]#[N:14])=[CH:11][CH:10]=1)[C:3]([F:6])([F:5])[F:4].[BH4-].[Na+]. (3) Given the product [C:9]([O:8][CH2:7][CH:6]([NH:13][CH2:14][C:15]([O:17][C:18]([CH3:21])([CH3:20])[CH3:19])=[O:16])[CH2:5][O:4][C:1](=[O:3])[CH3:2])(=[O:11])[CH3:10], predict the reactants needed to synthesize it. The reactants are: [C:1]([O:4][CH2:5][C:6](=O)[CH2:7][O:8][C:9](=[O:11])[CH3:10])(=[O:3])[CH3:2].[NH2:13][CH2:14][C:15]([O:17][C:18]([CH3:21])([CH3:20])[CH3:19])=[O:16].C(O[BH-](OC(=O)C)OC(=O)C)(=O)C.[Na+]. (4) The reactants are: Cl.Cl.Cl.[CH3:4][C:5]1[CH:10]=[CH:9][N:8]=[CH:7][C:6]=1[NH:11][CH2:12][CH2:13][C:14]1([C:20](OCC)=O)[CH2:19][CH2:18][CH2:17][NH:16][CH2:15]1.Cl[C:26]1[CH:31]=[CH:30][C:29]([C:32]([F:35])([F:34])[F:33])=[CH:28][N:27]=1.C(N(CC)C(C)C)(C)C.CN1CCCC1=O.[H-].[Na+]. Given the product [CH3:4][C:5]1[CH:10]=[CH:9][N:8]=[CH:7][C:6]=1[N:11]1[CH2:12][CH2:13][C@:14]2([CH2:19][CH2:18][CH2:17][N:16]([C:26]3[CH:31]=[CH:30][C:29]([C:32]([F:35])([F:34])[F:33])=[CH:28][N:27]=3)[CH2:15]2)[CH2:20]1, predict the reactants needed to synthesize it.